Dataset: Catalyst prediction with 721,799 reactions and 888 catalyst types from USPTO. Task: Predict which catalyst facilitates the given reaction. (1) Reactant: C([O:9][C@H:10]1[C@:14]([F:16])([CH3:15])[C@H:13]([N:17]2[CH:25]=[N:24][C:23]3[C:18]2=[N:19][C:20]([NH2:27])=[N:21][C:22]=3Cl)[O:12][C@@H:11]1[CH2:28][O:29]C(=O)C1C=CC=CC=1)(=O)C1C=CC=CC=1.Cl.[CH3:39][NH:40][CH3:41].N12CCCN=C1CCCCC2.O.CO. Product: [NH2:27][C:20]1[N:19]=[C:18]2[C:23]([N:24]=[CH:25][N:17]2[C@@H:13]2[O:12][C@H:11]([CH2:28][OH:29])[C@@H:10]([OH:9])[C@:14]2([F:16])[CH3:15])=[C:22]([N:40]([CH3:41])[CH3:39])[N:21]=1. The catalyst class is: 5. (2) Reactant: I[C:2]1[N:14]([S:15]([C:18]2[CH:24]=[CH:23][C:21]([CH3:22])=[CH:20][CH:19]=2)(=[O:17])=[O:16])[C:5]2=[N:6][CH:7]=[C:8]3[CH:12]=[N:11][N:10]([CH3:13])[C:9]3=[C:4]2[CH:3]=1.[CH3:25][O:26][C:27]1[CH:28]=[C:29]2[C:33](=[CH:34][CH:35]=1)[N:32]([CH3:36])[N:31]=[C:30]2[Sn](C)(C)C. Product: [CH3:25][O:26][C:27]1[CH:28]=[C:29]2[C:33](=[CH:34][CH:35]=1)[N:32]([CH3:36])[N:31]=[C:30]2[C:2]1[N:14]([S:15]([C:18]2[CH:19]=[CH:20][C:21]([CH3:22])=[CH:23][CH:24]=2)(=[O:16])=[O:17])[C:5]2=[N:6][CH:7]=[C:8]3[CH:12]=[N:11][N:10]([CH3:13])[C:9]3=[C:4]2[CH:3]=1. The catalyst class is: 128. (3) Reactant: Cl[C:2]1[C:3]2[C:10]([C:11]3[CH:16]=[CH:15][CH:14]=[CH:13][CH:12]=3)=[C:9]([C:17]3[CH:22]=[CH:21][CH:20]=[CH:19][CH:18]=3)[O:8][C:4]=2[N:5]=[CH:6][N:7]=1.[NH2:23][CH2:24][CH2:25][C:26]1[CH:32]=[CH:31][C:29]([NH2:30])=[CH:28][CH:27]=1. Product: [NH2:30][C:29]1[CH:31]=[CH:32][C:26]([CH2:25][CH2:24][NH:23][C:2]2[C:3]3[C:10]([C:11]4[CH:16]=[CH:15][CH:14]=[CH:13][CH:12]=4)=[C:9]([C:17]4[CH:22]=[CH:21][CH:20]=[CH:19][CH:18]=4)[O:8][C:4]=3[N:5]=[CH:6][N:7]=2)=[CH:27][CH:28]=1. The catalyst class is: 51. (4) Product: [CH3:19][O:15][CH2:16][C@H:17]1[CH2:18][CH2:16][C@@H:17]2[C@@H:19]([CH2:18]2)[O:15]1. The catalyst class is: 27. Reactant: C[Si]([N-][Si](C)(C)C)(C)C.[K+].CI.[Cl-].[NH4+].[O:15]1[CH2:19][CH2:18][CH2:17][CH2:16]1.